Dataset: Forward reaction prediction with 1.9M reactions from USPTO patents (1976-2016). Task: Predict the product of the given reaction. (1) Given the reactants [O:1]=[C:2]1[C:11]2[C:6](=[CH:7][CH:8]=[CH:9][CH:10]=2)[N:5]=[C:4]([CH2:12][CH2:13][CH2:14][C:15]([OH:17])=O)[NH:3]1.[NH2:18][C@H:19]1[CH2:24][CH2:23][C@H:22]([O:25][C:26]2[CH:27]=[C:28]([CH:31]=[CH:32][CH:33]=2)[C:29]#[N:30])[CH2:21][CH2:20]1, predict the reaction product. The product is: [C:29]([C:28]1[CH:27]=[C:26]([CH:33]=[CH:32][CH:31]=1)[O:25][C@H:22]1[CH2:21][CH2:20][C@H:19]([NH:18][C:15](=[O:17])[CH2:14][CH2:13][CH2:12][C:4]2[NH:3][C:2](=[O:1])[C:11]3[C:6](=[CH:7][CH:8]=[CH:9][CH:10]=3)[N:5]=2)[CH2:24][CH2:23]1)#[N:30]. (2) Given the reactants C[NH:2][CH2:3][CH:4]([OH:7])[CH2:5][OH:6].[CH2:8]=[C:9]1[O:13][C:11](=[O:12])[CH2:10]1, predict the reaction product. The product is: [OH:7][CH:4]([CH2:5][OH:6])[CH2:3][NH:2][C:11](=[O:12])[CH2:10][C:9](=[O:13])[CH3:8]. (3) Given the reactants C(OC([NH:8][C@H:9]([CH2:15][CH2:16][CH2:17][C:18]1[CH:23]=[CH:22][CH:21]=[CH:20][CH:19]=1)[C@H:10]([OH:14])[C:11]([OH:13])=[O:12])=O)(C)(C)C, predict the reaction product. The product is: [NH2:8][C@H:9]([CH2:15][CH2:16][CH2:17][C:18]1[CH:19]=[CH:20][CH:21]=[CH:22][CH:23]=1)[C@H:10]([OH:14])[C:11]([OH:13])=[O:12].